Dataset: Human liver microsome stability data. Task: Regression/Classification. Given a drug SMILES string, predict its absorption, distribution, metabolism, or excretion properties. Task type varies by dataset: regression for continuous measurements (e.g., permeability, clearance, half-life) or binary classification for categorical outcomes (e.g., BBB penetration, CYP inhibition). Dataset: hlm. (1) The compound is COCCOc1cc(-c2cn[nH]c2)ccc1NC(=O)[C@H]1Cc2cc(OC)ccc2CN1. The result is 0 (unstable in human liver microsomes). (2) The molecule is C=C[C@@H]1C[C@]1(NC(=O)[C@@H]1C[C@@H](Oc2cc(-c3csc(NC(C)C)n3)nc3c(Br)c(OC)ccc23)CN1C(=O)[C@@H](CC(=O)NC1CCCC1)C(C)(C)C)C(=O)O. The result is 0 (unstable in human liver microsomes). (3) The compound is CC(C)c1cnc(NC(=O)CCCOc2ccccc2)s1. The result is 1 (stable in human liver microsomes).